Dataset: Peptide-MHC class I binding affinity with 185,985 pairs from IEDB/IMGT. Task: Regression. Given a peptide amino acid sequence and an MHC pseudo amino acid sequence, predict their binding affinity value. This is MHC class I binding data. (1) The peptide sequence is APGWLIWTY. The MHC is HLA-B53:01 with pseudo-sequence HLA-B53:01. The binding affinity (normalized) is 0.387. (2) The peptide sequence is VVFEDGLPR. The MHC is HLA-A11:01 with pseudo-sequence HLA-A11:01. The binding affinity (normalized) is 0.686. (3) The peptide sequence is MPLVMAWRT. The MHC is HLA-B53:01 with pseudo-sequence HLA-B53:01. The binding affinity (normalized) is 0.586. (4) The peptide sequence is ASTTAKAM. The MHC is Mamu-B17 with pseudo-sequence Mamu-B17. The binding affinity (normalized) is 0. (5) The peptide sequence is GLFSSDLKKL. The MHC is HLA-A02:01 with pseudo-sequence HLA-A02:01. The binding affinity (normalized) is 0.355. (6) The peptide sequence is NTNMGLKFR. The MHC is HLA-A02:02 with pseudo-sequence HLA-A02:02. The binding affinity (normalized) is 0.0863. (7) The peptide sequence is VPFVSVNPI. The MHC is HLA-C05:01 with pseudo-sequence HLA-C05:01. The binding affinity (normalized) is 0.0847.